From a dataset of Retrosynthesis with 50K atom-mapped reactions and 10 reaction types from USPTO. Predict the reactants needed to synthesize the given product. (1) Given the product COC(=O)/C(=C/c1cnccc1OC)N=[N+]=[N-], predict the reactants needed to synthesize it. The reactants are: COC(=O)CN=[N+]=[N-].COc1ccncc1C=O. (2) The reactants are: Cc1cc(C)cc(-c2c(OCCC3CCCCN3C(=O)OC(C)(C)C)c3cc(C=Nc4ccncn4)c(Cl)cc3[nH]c2=O)c1. Given the product Cc1cc(C)cc(-c2c(OCCC3CCCCN3C(=O)OC(C)(C)C)c3cc(CNc4ccncn4)c(Cl)cc3[nH]c2=O)c1, predict the reactants needed to synthesize it. (3) Given the product Cc1noc(C)c1-c1cnc2c(c1)c(CC1CCN(S(=O)(=O)c3ccccc3)CC1)cn2C, predict the reactants needed to synthesize it. The reactants are: Cc1noc(C)c1-c1cnc2c(c1)c(CC1CCNCC1)cn2C.O=S(=O)(Cl)c1ccccc1.